Dataset: Reaction yield outcomes from USPTO patents with 853,638 reactions. Task: Predict the reaction yield, written as a fraction of the theoretical maximum amount of product (1.0 means a 100% yield; for example, 0.34 means a 34% yield). (1) The catalyst is C1COCC1. The yield is 0.650. The reactants are [CH:1]1([NH:4][C:5]2[C:6]([NH2:11])=[CH:7][CH:8]=[CH:9][CH:10]=2)[CH2:3][CH2:2]1.C(N(C(C)C)CC)(C)C.[Cl:21][C:22]1[N:30]=[CH:29][CH:28]=[CH:27][C:23]=1[C:24](Cl)=[O:25]. The product is [Cl:21][C:22]1[N:30]=[CH:29][CH:28]=[CH:27][C:23]=1[C:24]([NH:11][C:6]1[CH:7]=[CH:8][CH:9]=[CH:10][C:5]=1[NH:4][CH:1]1[CH2:3][CH2:2]1)=[O:25]. (2) The reactants are N#N.Br[C:4]1[CH:5]=[C:6]2[C:11](=[CH:12][CH:13]=1)[O:10][C:9](=[O:14])[CH:8]=[C:7]2[NH:15][CH:16]1[CH2:21][CH2:20][N:19]([CH2:22][CH:23]=[CH:24][C:25]2[CH:30]=[CH:29][CH:28]=[CH:27][CH:26]=2)[CH2:18][CH2:17]1.C([O-])([O-])=O.[Cs+].[Cs+].[C:37]1([CH3:46])[CH:42]=[CH:41][CH:40]=[CH:39][C:38]=1OBO. The catalyst is COCCOC.O.CCO. The product is [C:37]1([CH3:46])[CH:42]=[CH:41][CH:40]=[CH:39][C:38]=1[C:4]1[CH:5]=[C:6]2[C:11](=[CH:12][CH:13]=1)[O:10][C:9](=[O:14])[CH:8]=[C:7]2[NH:15][CH:16]1[CH2:21][CH2:20][N:19]([CH2:22][CH:23]=[CH:24][C:25]2[CH:26]=[CH:27][CH:28]=[CH:29][CH:30]=2)[CH2:18][CH2:17]1. The yield is 0.230. (3) The reactants are [F:1][C:2]1[C:7]([F:8])=[C:6]([C:9]2[S:10][CH:11]=[CH:12][CH:13]=2)[C:5]([N+:14]([O-])=O)=[C:4]([N+:17]([O-])=O)[C:3]=1[C:20]1[S:21][CH:22]=[CH:23][CH:24]=1.[OH-].[Na+]. The catalyst is [Fe].C(O)(=O)C. The product is [F:8][C:7]1[C:2]([F:1])=[C:3]([C:20]2[S:21][CH:22]=[CH:23][CH:24]=2)[C:4]([NH2:17])=[C:5]([NH2:14])[C:6]=1[C:9]1[S:10][CH:11]=[CH:12][CH:13]=1. The yield is 0.840. (4) The reactants are [Br:1][C:2]1[CH:3]=[CH:4][C:5]([NH:19][C@@H:20]([CH3:23])[CH2:21]O)=[C:6]([NH:8][S:9]([C:12]2[CH:17]=[CH:16][C:15]([CH3:18])=[CH:14][CH:13]=2)(=[O:11])=[O:10])[CH:7]=1.C1(P(C2C=CC=CC=2)C2C=CC=CC=2)C=CC=CC=1.N(C(OC(C)C)=O)=NC(OC(C)C)=O. The catalyst is C1COCC1. The product is [Br:1][C:2]1[CH:7]=[C:6]2[C:5]([NH:19][C@@H:20]([CH3:23])[CH2:21][N:8]2[S:9]([C:12]2[CH:17]=[CH:16][C:15]([CH3:18])=[CH:14][CH:13]=2)(=[O:11])=[O:10])=[CH:4][CH:3]=1. The yield is 0.840. (5) The reactants are COC(=O)[O:4][C:5]1[CH:10]=[C:9]([N+:11]([O-:13])=[O:12])[C:8]([C:14]([CH3:17])([CH3:16])[CH3:15])=[CH:7][C:6]=1[C:18]([CH3:21])([CH3:20])[CH3:19].COC(=O)OC1C([N+]([O-])=O)=CC(C(C)(C)C)=CC=1C(C)(C)C.[OH-].[K+].Cl. The catalyst is CO. The product is [C:18]([C:6]1[CH:7]=[C:8]([C:14]([CH3:16])([CH3:15])[CH3:17])[C:9]([N+:11]([O-:13])=[O:12])=[CH:10][C:5]=1[OH:4])([CH3:19])([CH3:20])[CH3:21]. The yield is 0.290. (6) The product is [Cl:18][C:19]1[CH:20]=[N:21][N:22]([C:2]2[CH:7]=[C:6]([CH3:8])[C:5]([C:9]3[C:10](=[O:16])[CH2:11][CH2:12][C:13]=3[O:14][CH3:15])=[C:4]([CH3:17])[CH:3]=2)[CH:23]=1. The catalyst is C(Cl)(Cl)Cl.[Cu]I. The yield is 0.750. The reactants are Br[C:2]1[CH:7]=[C:6]([CH3:8])[C:5]([C:9]2[C:10](=[O:16])[CH2:11][CH2:12][C:13]=2[O:14][CH3:15])=[C:4]([CH3:17])[CH:3]=1.[Cl:18][C:19]1[CH:20]=[N:21][NH:22][CH:23]=1.C(=O)([O-])[O-].[K+].[K+].NCCN.IC. (7) The reactants are Cl.[NH2:2][C@@H:3]([CH2:8][NH:9][C:10]([O:12][C:13]([CH3:16])([CH3:15])[CH3:14])=[O:11])[C:4]([O:6][CH3:7])=[O:5].[CH2:17]([N:24]([CH2:28][CH2:29]Cl)[CH2:25][CH2:26]Cl)[C:18]1[CH:23]=[CH:22][CH:21]=[CH:20][CH:19]=1. The catalyst is C(N(CC)C(C)C)(C)C. The product is [CH2:17]([N:24]1[CH2:28][CH2:29][N:2]([C@@H:3]([CH2:8][NH:9][C:10]([O:12][C:13]([CH3:16])([CH3:15])[CH3:14])=[O:11])[C:4]([O:6][CH3:7])=[O:5])[CH2:26][CH2:25]1)[C:18]1[CH:23]=[CH:22][CH:21]=[CH:20][CH:19]=1. The yield is 0.640. (8) The reactants are Br[C:2]1[CH:7]=[CH:6][N:5]=[C:4]([C:8]([OH:11])([CH3:10])[CH3:9])[CH:3]=1.[OH-].[NH4+:13]. The catalyst is [Cu]. The product is [NH2:13][C:2]1[CH:7]=[CH:6][N:5]=[C:4]([C:8]([OH:11])([CH3:10])[CH3:9])[CH:3]=1. The yield is 0.704. (9) The product is [Cl:15][S:16]([C:13]1[CH:12]=[CH:11][C:9]2[N:10]=[C:6]([NH:5][C:1]([O:3][CH3:4])=[O:2])[NH:7][C:8]=2[CH:14]=1)(=[O:18])=[O:17]. The reactants are [C:1]([NH:5][C:6]1[NH:7][C:8]2[CH:14]=[CH:13][CH:12]=[CH:11][C:9]=2[N:10]=1)([O:3][CH3:4])=[O:2].[Cl:15][S:16](O)(=[O:18])=[O:17]. No catalyst specified. The yield is 0.780.